From a dataset of Peptide-MHC class II binding affinity with 134,281 pairs from IEDB. Regression. Given a peptide amino acid sequence and an MHC pseudo amino acid sequence, predict their binding affinity value. This is MHC class II binding data. The peptide sequence is GSHYKITGTATGVDM. The MHC is DRB1_1501 with pseudo-sequence DRB1_1501. The binding affinity (normalized) is 0.244.